Dataset: NCI-60 drug combinations with 297,098 pairs across 59 cell lines. Task: Regression. Given two drug SMILES strings and cell line genomic features, predict the synergy score measuring deviation from expected non-interaction effect. (1) Drug 1: C1CC(C1)(C(=O)O)C(=O)O.[NH2-].[NH2-].[Pt+2]. Drug 2: CC(C)NC(=O)C1=CC=C(C=C1)CNNC.Cl. Cell line: A498. Synergy scores: CSS=1.42, Synergy_ZIP=-1.00, Synergy_Bliss=-1.51, Synergy_Loewe=-2.91, Synergy_HSA=-2.70. (2) Drug 1: CS(=O)(=O)C1=CC(=C(C=C1)C(=O)NC2=CC(=C(C=C2)Cl)C3=CC=CC=N3)Cl. Drug 2: CC1OCC2C(O1)C(C(C(O2)OC3C4COC(=O)C4C(C5=CC6=C(C=C35)OCO6)C7=CC(=C(C(=C7)OC)O)OC)O)O. Cell line: M14. Synergy scores: CSS=31.0, Synergy_ZIP=1.72, Synergy_Bliss=7.61, Synergy_Loewe=-8.61, Synergy_HSA=4.35. (3) Drug 1: CNC(=O)C1=CC=CC=C1SC2=CC3=C(C=C2)C(=NN3)C=CC4=CC=CC=N4. Drug 2: CCC(=C(C1=CC=CC=C1)C2=CC=C(C=C2)OCCN(C)C)C3=CC=CC=C3.C(C(=O)O)C(CC(=O)O)(C(=O)O)O. Cell line: MCF7. Synergy scores: CSS=10.2, Synergy_ZIP=-3.15, Synergy_Bliss=3.42, Synergy_Loewe=2.97, Synergy_HSA=4.02.